From a dataset of Catalyst prediction with 721,799 reactions and 888 catalyst types from USPTO. Predict which catalyst facilitates the given reaction. (1) Reactant: Cl[C:2]1[C:7]([C:8]#[N:9])=[C:6]([C:10]2[CH:15]=[CH:14][C:13]([O:16][CH2:17][CH2:18][OH:19])=[CH:12][CH:11]=2)[C:5]([C:20]#[N:21])=[C:4]([S:22][CH2:23][C:24]2[N:25]=[C:26]([C:29]3[CH:34]=[CH:33][C:32]([Cl:35])=[CH:31][CH:30]=3)[S:27][CH:28]=2)[N:3]=1.[CH2:36]([NH:38][CH3:39])[CH3:37].O. Product: [Cl:35][C:32]1[CH:31]=[CH:30][C:29]([C:26]2[S:27][CH:28]=[C:24]([CH2:23][S:22][C:4]3[C:5]([C:20]#[N:21])=[C:6]([C:10]4[CH:11]=[CH:12][C:13]([O:16][CH2:17][CH2:18][OH:19])=[CH:14][CH:15]=4)[C:7]([C:8]#[N:9])=[C:2]([N:38]([CH2:36][CH3:37])[CH3:39])[N:3]=3)[N:25]=2)=[CH:34][CH:33]=1. The catalyst class is: 1. (2) Reactant: [NH2:1][C:2]1[CH:16]=[CH:15][C:5]([O:6][C:7]2[CH:14]=[CH:13][C:10]([C:11]#[N:12])=[CH:9][CH:8]=2)=[C:4]([C:17]2[C:18]3[CH:27]=[CH:26][NH:25][C:19]=3[C:20](=[O:24])[N:21]([CH3:23])[CH:22]=2)[CH:3]=1.C(N(CC)CC)C.[CH2:35]([S:37](Cl)(=[O:39])=[O:38])[CH3:36].[OH-:41].[Na+].[Cl-].[NH4+]. Product: [CH2:35]([S:37]([NH:1][C:2]1[CH:16]=[CH:15][C:5]([O:6][C:7]2[CH:8]=[CH:9][C:10]([C:11]([NH2:12])=[O:41])=[CH:13][CH:14]=2)=[C:4]([C:17]2[C:18]3[CH:27]=[CH:26][NH:25][C:19]=3[C:20](=[O:24])[N:21]([CH3:23])[CH:22]=2)[CH:3]=1)(=[O:39])=[O:38])[CH3:36]. The catalyst class is: 269. (3) Reactant: Cl.C[Si](C)(C)CCOC[N:8]1[C:12]2=[N:13][CH:14]=[CH:15][C:16]([C:17]3[CH:18]=[N:19][N:20]([C:22]4([CH2:26][C:27]#[N:28])[CH2:25][NH:24][CH2:23]4)[CH:21]=3)=[C:11]2[CH:10]=[CH:9]1.Br[C:32]1[CH:33]=[CH:34][C:35]([C:38]([NH:40][C:41]2([C:44]([F:47])([F:46])[F:45])[CH2:43][CH2:42]2)=[O:39])=[N:36][CH:37]=1.C(=O)([O-])[O-].[Cs+].[Cs+].C1C=CC(P(C2C=CC3C(=CC=CC=3)C=2C2C3C(=CC=CC=3)C=CC=2P(C2C=CC=CC=2)C2C=CC=CC=2)C2C=CC=CC=2)=CC=1. Product: [C:27]([CH2:26][C:22]1([N:20]2[CH:21]=[C:17]([C:16]3[CH:15]=[CH:14][N:13]=[C:12]4[NH:8][CH:9]=[CH:10][C:11]=34)[CH:18]=[N:19]2)[CH2:25][N:24]([C:32]2[CH:33]=[CH:34][C:35]([C:38]([NH:40][C:41]3([C:44]([F:47])([F:45])[F:46])[CH2:43][CH2:42]3)=[O:39])=[N:36][CH:37]=2)[CH2:23]1)#[N:28]. The catalyst class is: 164. (4) Reactant: [NH2:1][C:2]1[CH:27]=[CH:26][C:5]([O:6][C:7]2[CH:22]=[CH:21][C:10]([C:11]([NH:13][C:14]3[CH:19]=[CH:18][C:17]([Br:20])=[CH:16][CH:15]=3)=[O:12])=[CH:9][C:8]=2[N+:23]([O-:25])=[O:24])=[CH:4][CH:3]=1.N1C=CC=CC=1.Cl[C:35]([O:37][CH2:38][C:39]([Cl:42])([Cl:41])[Cl:40])=[O:36]. Product: [Cl:40][C:39]([Cl:42])([Cl:41])[CH2:38][O:37][C:35](=[O:36])[NH:1][C:2]1[CH:27]=[CH:26][C:5]([O:6][C:7]2[CH:22]=[CH:21][C:10]([C:11](=[O:12])[NH:13][C:14]3[CH:19]=[CH:18][C:17]([Br:20])=[CH:16][CH:15]=3)=[CH:9][C:8]=2[N+:23]([O-:25])=[O:24])=[CH:4][CH:3]=1. The catalyst class is: 4. (5) Reactant: C[O:2][C:3](=[O:15])[CH2:4][C:5]1[CH:10]=[CH:9][C:8]([O:11][CH3:12])=[CH:7][C:6]=1[C:13]#[N:14].O. Product: [C:13]([C:6]1[CH:7]=[C:8]([O:11][CH3:12])[CH:9]=[CH:10][C:5]=1[CH2:4][C:3]([OH:15])=[O:2])#[N:14]. The catalyst class is: 1. (6) Reactant: [C:1]1([C:7]2[CH:8]=[C:9]([CH:14]=[CH:15][CH:16]=2)[CH:10]=[CH:11]CO)[CH:6]=[CH:5][CH:4]=[CH:3][CH:2]=1.[CH3:17][S:18](Cl)(=[O:20])=[O:19].CC[O:24][CH2:25]C. Product: [CH3:17][S:18]([O:24][CH2:25][CH:8]=[C:7]([C:1]1[CH:2]=[CH:3][CH:4]=[CH:5][CH:6]=1)[C:16]1[CH:15]=[CH:14][CH:9]=[CH:10][CH:11]=1)(=[O:20])=[O:19]. The catalyst class is: 2. (7) Reactant: Cl[C:2]1[C:11]2[C:6](=[CH:7][CH:8]=[CH:9][N:10]=2)[N:5]=[CH:4][C:3]=1[N+:12]([O-])=O.[NH2:15][C@@H:16]([CH3:19])[CH2:17][OH:18].[F-].C([N+:25](CCCC)(CCCC)CCCC)CCC.Cl[CH2:39][CH2:40]Cl. Product: [CH3:19][C@@H:16]1[N:15]2[C:2]3[C:11]4[C:6](=[CH:7][CH:8]=[CH:9][N:10]=4)[N:5]=[C:4]([NH2:25])[C:3]=3[N:12]=[C:40]2[CH2:39][O:18][CH2:17]1. The catalyst class is: 366.